This data is from Forward reaction prediction with 1.9M reactions from USPTO patents (1976-2016). The task is: Predict the product of the given reaction. (1) Given the reactants I[C:2]1[CH:7]=[CH:6][C:5]([S:8](=[O:16])(=[O:15])[NH:9][C:10]2[CH:14]=[CH:13][O:12][N:11]=2)=[CH:4][C:3]=1/[CH:17]=[CH:18]/[C:19]([O:21]CC)=O.CC1(C)C2C(=C(P(C3C=CC=CC=3)C3C=CC=CC=3)C=CC=2)OC2C(P(C3C=CC=CC=3)C3C=CC=CC=3)=CC=CC1=2.P([O-])([O-])([O-])=O.[K+].[K+].[K+].[CH3:74][O:75][C:76]1[CH:82]=[CH:81][CH:80]=[CH:79][C:77]=1[NH2:78], predict the reaction product. The product is: [O:12]1[CH:13]=[CH:14][C:10]([NH:9][S:8]([C:5]2[CH:4]=[C:3]3[C:2](=[CH:7][CH:6]=2)[N:78]([C:77]2[CH:79]=[CH:80][CH:81]=[CH:82][C:76]=2[O:75][CH3:74])[C:19](=[O:21])[CH:18]=[CH:17]3)(=[O:15])=[O:16])=[N:11]1. (2) The product is: [CH:1]1([NH:6][C:15]2[N:20]3[N:21]=[CH:22][N:23]=[C:19]3[N:18]=[C:17]([C:24]3[CH:29]=[CH:28][CH:27]=[CH:26][CH:25]=3)[C:16]=2[CH2:30][CH2:31][CH2:32][CH2:33][CH2:34][CH2:35][CH2:36][CH3:37])[CH2:5][CH2:4][CH2:3][CH2:2]1. Given the reactants [CH:1]1([NH2:6])[CH2:5][CH2:4][CH2:3][CH2:2]1.C(N(CC)CC)C.Cl[C:15]1[N:20]2[N:21]=[CH:22][N:23]=[C:19]2[N:18]=[C:17]([C:24]2[CH:29]=[CH:28][CH:27]=[CH:26][CH:25]=2)[C:16]=1[CH2:30][CH2:31][CH2:32][CH2:33][CH2:34][CH2:35][CH2:36][CH3:37], predict the reaction product.